Dataset: Forward reaction prediction with 1.9M reactions from USPTO patents (1976-2016). Task: Predict the product of the given reaction. (1) Given the reactants Br[C:2]1[C:3]2[C:4]3[CH2:15][CH2:14][N:13]([C:16]([O:18][C:19]([CH3:22])([CH3:21])[CH3:20])=[O:17])[CH2:12][CH2:11][C:5]=3[NH:6][C:7]=2[CH:8]=[CH:9][CH:10]=1.CCN(CC)CC.[CH3:30][C:31]1([CH3:38])[C:35]([CH3:37])([CH3:36])[O:34][BH:33][O:32]1, predict the reaction product. The product is: [CH3:30][C:31]1([CH3:38])[C:35]([CH3:37])([CH3:36])[O:34][B:33]([C:2]2[C:3]3[C:4]4[CH2:15][CH2:14][N:13]([C:16]([O:18][C:19]([CH3:22])([CH3:21])[CH3:20])=[O:17])[CH2:12][CH2:11][C:5]=4[NH:6][C:7]=3[CH:8]=[CH:9][CH:10]=2)[O:32]1. (2) Given the reactants Br[C:2]1[C:3](=[O:10])[N:4]([CH3:9])[N:5]=[C:6]([Cl:8])[CH:7]=1.[CH3:11][N:12]1[CH2:18][CH:17]2[N:19]([C:20]3[CH:21]=[CH:22][C:23]([NH2:26])=[N:24][CH:25]=3)[CH:14]([CH2:15][CH2:16]2)[CH2:13]1.CC1(C)C2C(=C(P(C3C=CC=CC=3)C3C=CC=CC=3)C=CC=2)OC2C(P(C3C=CC=CC=3)C3C=CC=CC=3)=CC=CC1=2.C(=O)([O-])[O-].[Cs+].[Cs+], predict the reaction product. The product is: [Cl:8][C:6]1[CH:7]=[C:2]([NH:26][C:23]2[CH:22]=[CH:21][C:20]([N:19]3[C@H:14]4[CH2:15][CH2:16][C@@H:17]3[CH2:18][N:12]([CH3:11])[CH2:13]4)=[CH:25][N:24]=2)[C:3](=[O:10])[N:4]([CH3:9])[N:5]=1. (3) Given the reactants [C:1]([C:3]1[CH:8]=[C:7]([O:9][CH3:10])[C:6]([O:11][CH2:12][CH2:13][O:14][CH3:15])=[CH:5][C:4]=1[N:16]=[CH:17][N:18](C)C)#[N:2].[Cl:21][C:22]1[C:27]([O:28][CH3:29])=[CH:26][C:25](N)=[C:24]([O:31][CH3:32])[C:23]=1[O:33][CH3:34], predict the reaction product. The product is: [Cl:21][C:22]1[C:27]([O:28][CH3:29])=[CH:26][C:25]([NH:2][C:1]2[C:3]3[C:4](=[CH:5][C:6]([O:11][CH2:12][CH2:13][O:14][CH3:15])=[C:7]([O:9][CH3:10])[CH:8]=3)[N:16]=[CH:17][N:18]=2)=[C:24]([O:31][CH3:32])[C:23]=1[O:33][CH3:34]. (4) Given the reactants [C@H:1]12[CH2:6][C@H:5]1[CH2:4][C@@H:3]([CH2:7][NH:8][C:9](=[O:14])[C:10]([F:13])([F:12])[F:11])[NH:2]2.[Cl:15][C:16]1[CH:17]=[C:18]([C:22]2[S:26][C:25]([CH3:27])=[N:24][C:23]=2[C:28](O)=[O:29])[CH:19]=[CH:20][CH:21]=1, predict the reaction product. The product is: [Cl:15][C:16]1[CH:17]=[C:18]([C:22]2[S:26][C:25]([CH3:27])=[N:24][C:23]=2[C:28]([N:2]2[C@H:3]([CH2:7][NH:8][C:9](=[O:14])[C:10]([F:12])([F:13])[F:11])[CH2:4][C@H:5]3[C@@H:1]2[CH2:6]3)=[O:29])[CH:19]=[CH:20][CH:21]=1. (5) Given the reactants [CH2:1]([S:3]([C:6]1[CH:7]=[CH:8][C:9]([O:13][CH3:14])=[C:10]([CH:12]=1)[NH2:11])(=[O:5])=[O:4])[CH3:2].[C:15](Cl)(Cl)=[S:16].C(=O)(O)[O-].[Na+], predict the reaction product. The product is: [CH2:1]([S:3]([C:6]1[CH:7]=[CH:8][C:9]([O:13][CH3:14])=[C:10]([N:11]=[C:15]=[S:16])[CH:12]=1)(=[O:5])=[O:4])[CH3:2]. (6) Given the reactants Cl[C:2]1[C:7]([CH2:8][C:9]2[CH:14]=[CH:13][CH:12]=[C:11]([F:15])[CH:10]=2)=[C:6]([N:16]2[CH2:20][CH2:19][CH2:18][CH2:17]2)[N:5]=[CH:4][N:3]=1.C(=O)([O-])[O-].[Na+].[Na+].[H][H], predict the reaction product. The product is: [F:15][C:11]1[CH:10]=[C:9]([CH:14]=[CH:13][CH:12]=1)[CH2:8][C:7]1[C:6]([N:16]2[CH2:17][CH2:18][CH2:19][CH2:20]2)=[N:5][CH:4]=[N:3][CH:2]=1.